The task is: Regression. Given a peptide amino acid sequence and an MHC pseudo amino acid sequence, predict their binding affinity value. This is MHC class I binding data.. This data is from Peptide-MHC class I binding affinity with 185,985 pairs from IEDB/IMGT. (1) The peptide sequence is EIAQHGAWY. The MHC is HLA-A11:01 with pseudo-sequence HLA-A11:01. The binding affinity (normalized) is 0.0847. (2) The peptide sequence is AEMGGHAER. The MHC is HLA-B35:01 with pseudo-sequence HLA-B35:01. The binding affinity (normalized) is 0.0847. (3) The peptide sequence is ALLKHRFEI. The MHC is HLA-A02:11 with pseudo-sequence HLA-A02:11. The binding affinity (normalized) is 1.00.